Regression. Given a peptide amino acid sequence and an MHC pseudo amino acid sequence, predict their binding affinity value. This is MHC class II binding data. From a dataset of Peptide-MHC class II binding affinity with 134,281 pairs from IEDB. The peptide sequence is MGVSDVPRDLEVVAA. The MHC is DRB4_0101 with pseudo-sequence DRB4_0103. The binding affinity (normalized) is 0.0997.